Dataset: Peptide-MHC class II binding affinity with 134,281 pairs from IEDB. Task: Regression. Given a peptide amino acid sequence and an MHC pseudo amino acid sequence, predict their binding affinity value. This is MHC class II binding data. (1) The peptide sequence is LEVLNFDFQANAQLS. The MHC is DRB1_1101 with pseudo-sequence DRB1_1101. The binding affinity (normalized) is 0.140. (2) The peptide sequence is AVDGRFAVPQILGDE. The MHC is DRB1_1501 with pseudo-sequence DRB1_1501. The binding affinity (normalized) is 0.336. (3) The peptide sequence is KRHRLIGAVVLAVSV. The MHC is DRB1_0404 with pseudo-sequence DRB1_0404. The binding affinity (normalized) is 0.742. (4) The binding affinity (normalized) is 0.0632. The peptide sequence is ATPEAKYDAYVATLS. The MHC is HLA-DPA10103-DPB10301 with pseudo-sequence HLA-DPA10103-DPB10301. (5) The peptide sequence is SQDLELSWNLNHLQAY. The MHC is DRB1_1302 with pseudo-sequence DRB1_1302. The binding affinity (normalized) is 0.814. (6) The peptide sequence is PPVSFHGSDGCWYPM. The MHC is DRB5_0101 with pseudo-sequence DRB5_0101. The binding affinity (normalized) is 0. (7) The peptide sequence is VMDIISRKDQRGSGQVG. The MHC is DRB1_0405 with pseudo-sequence DRB1_0405. The binding affinity (normalized) is 0.